This data is from Full USPTO retrosynthesis dataset with 1.9M reactions from patents (1976-2016). The task is: Predict the reactants needed to synthesize the given product. (1) Given the product [CH3:1][O:2][C:3]1[CH:4]=[C:5](/[CH:6]=[CH:7]/[C:8]([O:10][CH2:17][CH2:18][CH2:19][CH2:20][CH2:21][CH2:22][OH:23])=[O:9])[CH:11]=[CH:12][C:13]=1[O:14][CH3:15], predict the reactants needed to synthesize it. The reactants are: [CH3:1][O:2][C:3]1[CH:4]=[C:5]([CH:11]=[CH:12][C:13]=1[O:14][CH3:15])/[CH:6]=[CH:7]/[C:8]([OH:10])=[O:9].Cl[CH2:17][CH2:18][CH2:19][CH2:20][CH2:21][CH2:22][OH:23]. (2) The reactants are: [F:1][C:2]([F:18])([F:17])[C:3]1[O:4][C:5]2[C:15]([N:16]=1)=[CH:14][C:8]1[CH2:9][CH2:10][NH:11][CH2:12][CH2:13][C:7]=1[CH:6]=2.[Cl:19][CH2:20][CH2:21][CH2:22][S:23][C:24]1[N:25]([CH3:40])[C:26]([C:29]2[CH:38]=[CH:37][CH:36]=[C:35]3[C:30]=2[CH:31]=[CH:32][C:33]([CH3:39])=[N:34]3)=[N:27][N:28]=1. Given the product [ClH:19].[CH3:40][N:25]1[C:26]([C:29]2[CH:38]=[CH:37][CH:36]=[C:35]3[C:30]=2[CH:31]=[CH:32][C:33]([CH3:39])=[N:34]3)=[N:27][N:28]=[C:24]1[S:23][CH2:22][CH2:21][CH2:20][N:11]1[CH2:10][CH2:9][C:8]2[CH:14]=[C:15]3[N:16]=[C:3]([C:2]([F:17])([F:1])[F:18])[O:4][C:5]3=[CH:6][C:7]=2[CH2:13][CH2:12]1, predict the reactants needed to synthesize it. (3) The reactants are: ClC1C=CC([C@@H]2CCN(C(OC(C)(C)C)=O)C[C@H]2C(OC)=O)=CC=1.[F:25][C:26]1[CH:31]=[CH:30][C:29]([C@@H:32]2[CH2:37][CH2:36][N:35]([C:38]([O:40][C:41]([CH3:44])([CH3:43])[CH3:42])=[O:39])[CH2:34][C@H:33]2[C:45](OC)=[O:46])=[CH:28][CH:27]=1. Given the product [F:25][C:26]1[CH:27]=[CH:28][C:29]([C@@H:32]2[CH2:37][CH2:36][N:35]([C:38]([O:40][C:41]([CH3:42])([CH3:43])[CH3:44])=[O:39])[CH2:34][C@H:33]2[CH2:45][OH:46])=[CH:30][CH:31]=1, predict the reactants needed to synthesize it. (4) Given the product [C:1]([O:5][C:6](=[O:22])[N:7]([C@@H:9]1[C@@H:13]([C:14]2[CH:19]=[CH:18][C:17]([Cl:20])=[C:16]([Cl:21])[CH:15]=2)[CH2:12][N:11]([C:44]([CH:41]2[CH2:40][CH2:39][N:38]([C:36]([C:33]3([CH3:32])[CH2:35][CH2:34]3)=[O:37])[CH2:43][CH2:42]2)=[O:45])[CH2:10]1)[CH3:8])([CH3:4])([CH3:2])[CH3:3], predict the reactants needed to synthesize it. The reactants are: [C:1]([O:5][C:6](=[O:22])[N:7]([C@@H:9]1[C@@H:13]([C:14]2[CH:19]=[CH:18][C:17]([Cl:20])=[C:16]([Cl:21])[CH:15]=2)[CH2:12][NH:11][CH2:10]1)[CH3:8])([CH3:4])([CH3:3])[CH3:2].C(N(CC)C(C)C)(C)C.[CH3:32][C:33]1([C:36]([N:38]2[CH2:43][CH2:42][CH:41]([C:44](O)=[O:45])[CH2:40][CH2:39]2)=[O:37])[CH2:35][CH2:34]1.CN(C(ON1N=NC2C=CC=NC1=2)=[N+](C)C)C.F[P-](F)(F)(F)(F)F.